This data is from Full USPTO retrosynthesis dataset with 1.9M reactions from patents (1976-2016). The task is: Predict the reactants needed to synthesize the given product. The reactants are: [OH-:1].[Na+].[NH2:3]O.[Cl:5][C:6]1[CH:7]=[C:8]([C:13]([C:35]([F:38])([F:37])[F:36])=[CH:14][C:15]([C:17]2[CH:33]=[CH:32][C:20]([C:21]([NH:23][C@@H:24]3[CH2:28][O:27][N:26]([CH2:29][CH3:30])[C:25]3=[O:31])=[O:22])=[C:19]([CH3:34])[CH:18]=2)=O)[CH:9]=[C:10]([Cl:12])[CH:11]=1. Given the product [Cl:5][C:6]1[CH:7]=[C:8]([C:13]2([C:35]([F:38])([F:37])[F:36])[O:1][N:3]=[C:15]([C:17]3[CH:33]=[CH:32][C:20]([C:21]([NH:23][CH:24]4[CH2:28][O:27][N:26]([CH2:29][CH3:30])[C:25]4=[O:31])=[O:22])=[C:19]([CH3:34])[CH:18]=3)[CH2:14]2)[CH:9]=[C:10]([Cl:12])[CH:11]=1, predict the reactants needed to synthesize it.